This data is from Catalyst prediction with 721,799 reactions and 888 catalyst types from USPTO. The task is: Predict which catalyst facilitates the given reaction. Reactant: [C:1](=[O:21])([O:5][CH2:6][CH2:7][CH:8]1[CH2:13][CH2:12][N:11]([C:14]([O:16][C:17]([CH3:20])([CH3:19])[CH3:18])=[O:15])[CH2:10][CH2:9]1)[O:2][CH2:3]Cl.[I-:22].[Na+]. Product: [C:1](=[O:21])([O:5][CH2:6][CH2:7][CH:8]1[CH2:13][CH2:12][N:11]([C:14]([O:16][C:17]([CH3:20])([CH3:19])[CH3:18])=[O:15])[CH2:10][CH2:9]1)[O:2][CH2:3][I:22]. The catalyst class is: 21.